From a dataset of Forward reaction prediction with 1.9M reactions from USPTO patents (1976-2016). Predict the product of the given reaction. (1) The product is: [C:30]1([CH3:39])[CH:35]=[CH:34][CH:33]=[C:32]([C:2]2[C:11]3[C:6](=[CH:7][C:8]([S:12][C:13]4[CH:14]=[C:15]([C:19]5([C:25]#[N:26])[CH2:24][CH2:23][O:22][CH2:21][CH2:20]5)[CH:16]=[CH:17][CH:18]=4)=[CH:9][CH:10]=3)[N:5]3[CH:27]=[N:28][N:29]=[C:4]3[CH:3]=2)[CH:31]=1. Given the reactants Cl[C:2]1[C:11]2[C:6](=[CH:7][C:8]([S:12][C:13]3[CH:14]=[C:15]([C:19]4([C:25]#[N:26])[CH2:24][CH2:23][O:22][CH2:21][CH2:20]4)[CH:16]=[CH:17][CH:18]=3)=[CH:9][CH:10]=2)[N:5]2[CH:27]=[N:28][N:29]=[C:4]2[CH:3]=1.[C:30]1([CH3:39])[CH:35]=[CH:34][CH:33]=[C:32](B(O)O)[CH:31]=1.[F-].[K+].C(P(C(C)(C)C)C1C=CC=CC=1C1C=CC=CC=1)(C)(C)C, predict the reaction product. (2) Given the reactants Br[C:2]1[CH:7]=[C:6]([F:8])[C:5]([C@@H:9]2[C:14]3[NH:15][C:16]4[C:21]([C:13]=3[CH2:12][C@@H:11]([CH3:22])[N:10]2[CH2:23][C:24]([F:27])([CH3:26])[CH3:25])=[CH:20][CH:19]=[CH:18][CH:17]=4)=[C:4]([F:28])[CH:3]=1.C1C=CC(P(C2C(C3C(P(C4C=CC=CC=4)C4C=CC=CC=4)=CC=C4C=3C=CC=C4)=C3C(C=CC=C3)=CC=2)C2C=CC=CC=2)=CC=1.C(O[Na])(C)(C)C.[NH2:81][CH:82]1[CH2:85][N:84]([C:86]([O:88][C:89]([CH3:92])([CH3:91])[CH3:90])=[O:87])[CH2:83]1, predict the reaction product. The product is: [F:28][C:4]1[CH:3]=[C:2]([NH:81][CH:82]2[CH2:83][N:84]([C:86]([O:88][C:89]([CH3:92])([CH3:91])[CH3:90])=[O:87])[CH2:85]2)[CH:7]=[C:6]([F:8])[C:5]=1[C@@H:9]1[C:14]2[NH:15][C:16]3[C:21]([C:13]=2[CH2:12][C@@H:11]([CH3:22])[N:10]1[CH2:23][C:24]([F:27])([CH3:26])[CH3:25])=[CH:20][CH:19]=[CH:18][CH:17]=3.